This data is from NCI-60 drug combinations with 297,098 pairs across 59 cell lines. The task is: Regression. Given two drug SMILES strings and cell line genomic features, predict the synergy score measuring deviation from expected non-interaction effect. (1) Drug 1: C1=NNC2=C1C(=O)NC=N2. Drug 2: CN(C(=O)NC(C=O)C(C(C(CO)O)O)O)N=O. Cell line: OVCAR-8. Synergy scores: CSS=-2.53, Synergy_ZIP=7.57, Synergy_Bliss=12.7, Synergy_Loewe=3.04, Synergy_HSA=2.13. (2) Drug 1: C1C(C(OC1N2C=C(C(=O)NC2=O)F)CO)O. Drug 2: CC1=C2C(C(=O)C3(C(CC4C(C3C(C(C2(C)C)(CC1OC(=O)C(C(C5=CC=CC=C5)NC(=O)OC(C)(C)C)O)O)OC(=O)C6=CC=CC=C6)(CO4)OC(=O)C)O)C)O. Cell line: SK-OV-3. Synergy scores: CSS=10.7, Synergy_ZIP=-0.225, Synergy_Bliss=0.885, Synergy_Loewe=-1.77, Synergy_HSA=1.34. (3) Drug 1: CC(C)CN1C=NC2=C1C3=CC=CC=C3N=C2N. Drug 2: CC1C(C(CC(O1)OC2CC(CC3=C2C(=C4C(=C3O)C(=O)C5=CC=CC=C5C4=O)O)(C(=O)C)O)N)O. Cell line: SNB-75. Synergy scores: CSS=44.7, Synergy_ZIP=-2.27, Synergy_Bliss=-2.88, Synergy_Loewe=-15.1, Synergy_HSA=2.82. (4) Drug 1: CN1C(=O)N2C=NC(=C2N=N1)C(=O)N. Drug 2: CC(C)(C#N)C1=CC(=CC(=C1)CN2C=NC=N2)C(C)(C)C#N. Cell line: A549. Synergy scores: CSS=-2.36, Synergy_ZIP=1.82, Synergy_Bliss=2.25, Synergy_Loewe=-3.42, Synergy_HSA=-2.64. (5) Drug 1: C1=CC(=C2C(=C1NCCNCCO)C(=O)C3=C(C=CC(=C3C2=O)O)O)NCCNCCO. Drug 2: CC12CCC3C(C1CCC2O)C(CC4=C3C=CC(=C4)O)CCCCCCCCCS(=O)CCCC(C(F)(F)F)(F)F. Cell line: ACHN. Synergy scores: CSS=39.7, Synergy_ZIP=-4.21, Synergy_Bliss=-6.76, Synergy_Loewe=-14.2, Synergy_HSA=-4.97. (6) Drug 1: CC1=CC=C(C=C1)C2=CC(=NN2C3=CC=C(C=C3)S(=O)(=O)N)C(F)(F)F. Drug 2: C1CCC(C(C1)N)N.C(=O)(C(=O)[O-])[O-].[Pt+4]. Cell line: SNB-19. Synergy scores: CSS=21.7, Synergy_ZIP=-8.91, Synergy_Bliss=-0.139, Synergy_Loewe=-13.2, Synergy_HSA=-0.849.